From a dataset of Reaction yield outcomes from USPTO patents with 853,638 reactions. Predict the reaction yield, written as a fraction of the theoretical maximum amount of product (1.0 means a 100% yield; for example, 0.34 means a 34% yield). (1) The reactants are [C:1]1([CH:7]2[CH2:12][CH2:11][N:10]([C:13]([C@H:15]3[CH2:20][CH2:19][CH:18]([C:21]([N:23]4[CH2:27][CH2:26][CH2:25][CH2:24]4)=[O:22])[CH2:17][C@@H:16]3[C:28](OC)=[O:29])=[O:14])[CH2:9][CH2:8]2)[CH:6]=[CH:5][CH:4]=[CH:3][CH:2]=1.CN([P+]([O:42][N:43]1N=NC2C=CC=CC1=2)(N(C)C)N(C)C)C.F[P-](F)(F)(F)(F)F.Cl.C1(C2CCNCC=2)C=CC=CC=1.C(N(CC)C(C)C)(C)C.C([O-])(O)=O.[Na+]. The catalyst is CN(C=O)C. The product is [OH:42][NH:43][C:28]([C@H:16]1[CH2:17][CH:18]([C:21]([N:23]2[CH2:24][CH2:25][CH2:26][CH2:27]2)=[O:22])[CH2:19][CH2:20][C@@H:15]1[C:13]([N:10]1[CH2:11][CH:12]=[C:7]([C:1]2[CH:2]=[CH:3][CH:4]=[CH:5][CH:6]=2)[CH2:8][CH2:9]1)=[O:14])=[O:29]. The yield is 0.797. (2) The reactants are [CH3:1][O:2][C:3]1[C:4](=[O:11])[O:5][C:6](=[O:10])[C:7]=1[O:8][CH3:9].[BH4-].[Na+].O. The catalyst is O1CCCC1. The product is [OH:10][CH:6]1[C:7]([O:8][CH3:9])=[C:3]([O:2][CH3:1])[C:4](=[O:11])[O:5]1. The yield is 0.400. (3) The reactants are [O:1]([CH2:9][CH2:10][NH:11][C:12](=[O:44])[CH2:13][CH2:14][CH2:15][C:16]1([C:38]2[CH:43]=[CH:42][CH:41]=[CH:40][CH:39]=2)[N:20]([C:21](=[O:26])[C:22]([CH3:25])([CH3:24])[CH3:23])[N:19]=[C:18]([NH:27]C(=O)C(C2C=CC=CC=2)C)[S:17]1)[Si:2]([C:5]([CH3:8])([CH3:7])[CH3:6])([CH3:4])[CH3:3].[BH4-].[Na+]. No catalyst specified. The product is [NH2:27][C:18]1[S:17][C:16]([CH2:15][CH2:14][CH2:13][C:12]([NH:11][CH2:10][CH2:9][O:1][Si:2]([C:5]([CH3:6])([CH3:7])[CH3:8])([CH3:4])[CH3:3])=[O:44])([C:38]2[CH:39]=[CH:40][CH:41]=[CH:42][CH:43]=2)[N:20]([C:21](=[O:26])[C:22]([CH3:25])([CH3:24])[CH3:23])[N:19]=1. The yield is 0.380. (4) The reactants are [Li][CH2:2][CH2:3][CH2:4][CH3:5].[C:6]([O:9][CH2:10][C:11]1[CH:16]=[CH:15][CH:14]=[C:13]([CH:17]=O)[C:12]=1[Br:19])(=[O:8])[CH3:7]. The catalyst is C1COCC1. The product is [C:6]([O:9][CH2:10][C:11]1[CH:16]=[CH:15][CH:14]=[C:13](/[CH:17]=[CH:12]/[CH2:11][CH2:10][O:9][CH:6]2[CH2:5][CH2:4][CH2:3][CH2:2][O:8]2)[C:12]=1[Br:19])(=[O:8])[CH3:7]. The yield is 0.870.